The task is: Predict the reactants needed to synthesize the given product.. This data is from Full USPTO retrosynthesis dataset with 1.9M reactions from patents (1976-2016). (1) Given the product [CH3:1][C@H:2]1[CH2:7][O:6][CH2:5][CH2:4][N:3]1[C:8]1[CH:13]=[C:12]([CH2:14][S:15]([CH3:18])(=[O:17])=[O:16])[N:11]=[C:10]([C:19]2[CH:20]=[C:21]3[C:25](=[CH:26][CH:27]=2)[NH:24][C:23]([C:33]([O:35][CH2:36][CH3:37])=[O:34])=[CH:22]3)[N:9]=1, predict the reactants needed to synthesize it. The reactants are: [CH3:1][C@H:2]1[CH2:7][O:6][CH2:5][CH2:4][N:3]1[C:8]1[CH:13]=[C:12]([CH2:14][S:15]([CH3:18])(=[O:17])=[O:16])[N:11]=[C:10]([C:19]2[CH:20]=[C:21]3[C:25](=[CH:26][CH:27]=2)[N:24](C(OCC)=O)[C:23]([C:33]([O:35][C:36](C)(C)[CH3:37])=[O:34])=[CH:22]3)[N:9]=1. (2) Given the product [Br:45][C:30]1[C:29](=[O:46])[N:28]([C:24]2[CH:23]=[C:22]([CH:27]=[CH:26][CH:25]=2)[CH2:21][NH:20][C:7](=[O:9])[CH2:6][O:5][CH3:4])[C:33]([CH3:34])=[CH:32][C:31]=1[O:35][CH2:36][C:37]1[CH:42]=[CH:41][C:40]([F:43])=[CH:39][C:38]=1[F:44], predict the reactants needed to synthesize it. The reactants are: N=C=N.[CH3:4][O:5][CH2:6][C:7]([OH:9])=O.ON1C2C=CC=CC=2N=N1.[NH2:20][CH2:21][C:22]1[CH:23]=[C:24]([N:28]2[C:33]([CH3:34])=[CH:32][C:31]([O:35][CH2:36][C:37]3[CH:42]=[CH:41][C:40]([F:43])=[CH:39][C:38]=3[F:44])=[C:30]([Br:45])[C:29]2=[O:46])[CH:25]=[CH:26][CH:27]=1.CN=C=O. (3) Given the product [Cl:1][C:2]1[N:3]=[C:4]([N:16]2[CH2:15][CH:14]3[O:21][CH:18]([CH2:19][CH2:20]3)[CH2:17]2)[C:5]([N+:9]([O-:11])=[O:10])=[C:6]([Cl:8])[N:7]=1, predict the reactants needed to synthesize it. The reactants are: [Cl:1][C:2]1[N:7]=[C:6]([Cl:8])[C:5]([N+:9]([O-:11])=[O:10])=[C:4](Cl)[N:3]=1.Cl.[CH:14]12[O:21][CH:18]([CH2:19][CH2:20]1)[CH2:17][NH:16][CH2:15]2.C(N(CC)CC)C. (4) Given the product [Cl:1][C:2]1[CH:3]=[CH:4][C:5]([C:18]([F:21])([F:19])[F:20])=[C:6]2[C:11]=1[NH:10][CH:9]=[C:8]([C:12]([OH:14])=[O:13])[C:7]2=[O:17], predict the reactants needed to synthesize it. The reactants are: [Cl:1][C:2]1[CH:3]=[CH:4][C:5]([C:18]([F:21])([F:20])[F:19])=[C:6]2[C:11]=1[NH:10][CH:9]=[C:8]([C:12]([O:14]CC)=[O:13])[C:7]2=[O:17].[OH-].[Na+].C(O)(=O)C. (5) Given the product [Br:1][C:2]1[CH:3]=[C:4]([CH:7]=[CH:8][C:9]=1[O:10][CH:18]([F:23])[F:22])[CH:5]=[O:6], predict the reactants needed to synthesize it. The reactants are: [Br:1][C:2]1[CH:3]=[C:4]([CH:7]=[CH:8][C:9]=1[OH:10])[CH:5]=[O:6].C(=O)([O-])[O-].[Cs+].[Cs+].Cl[C:18]([F:23])([F:22])C([O-])=O.[Na+]. (6) The reactants are: [CH:1]1([N:7]([C@@H:19]2[CH2:23][CH2:22][N:21]([C:24](=[O:26])[CH3:25])[CH2:20]2)[C:8]([NH:10][C:11]2[S:12][C:13]([S:16]C#N)=[CH:14][N:15]=2)=[O:9])[CH2:6][CH2:5][CH2:4][CH2:3][CH2:2]1.SC[C@@H]([C@@H](CS)O)O.Cl[CH2:36][CH2:37][N:38]1[CH2:42][CH2:41][CH2:40][CH2:39]1. Given the product [C:24]([N:21]1[CH2:22][CH2:23][C@@H:19]([N:7]([CH:1]2[CH2:2][CH2:3][CH2:4][CH2:5][CH2:6]2)[C:8]([NH:10][C:11]2[S:12][C:13]([S:16][CH2:36][CH2:37][N:38]3[CH2:42][CH2:41][CH2:40][CH2:39]3)=[CH:14][N:15]=2)=[O:9])[CH2:20]1)(=[O:26])[CH3:25], predict the reactants needed to synthesize it.